Dataset: Peptide-MHC class II binding affinity with 134,281 pairs from IEDB. Task: Regression. Given a peptide amino acid sequence and an MHC pseudo amino acid sequence, predict their binding affinity value. This is MHC class II binding data. (1) The peptide sequence is ALRWNLQMGHSVLPK. The MHC is HLA-DQA10101-DQB10501 with pseudo-sequence HLA-DQA10101-DQB10501. The binding affinity (normalized) is 0.172. (2) The peptide sequence is EELQIVDKIDAAFKI. The MHC is DRB1_1302 with pseudo-sequence DRB1_1302. The binding affinity (normalized) is 0.603. (3) The peptide sequence is PSNVASHVRVNVYLS. The MHC is DRB5_0101 with pseudo-sequence DRB5_0101. The binding affinity (normalized) is 0.117. (4) The peptide sequence is RGVRSLSNKIKQKTK. The MHC is H-2-IAd with pseudo-sequence H-2-IAd. The binding affinity (normalized) is 0.0248. (5) The peptide sequence is LPPIVAKEIVASCDKC. The MHC is DRB1_0802 with pseudo-sequence DRB1_0802. The binding affinity (normalized) is 0.558.